The task is: Predict which catalyst facilitates the given reaction.. This data is from Catalyst prediction with 721,799 reactions and 888 catalyst types from USPTO. (1) Reactant: [CH3:1][C:2]1[CH:3]([C:12]([O:14][CH3:15])=[O:13])[C:4]2([CH2:9][CH2:10][CH:11]=1)[CH2:8][CH2:7][CH2:6][CH2:5]2.C1C=C(Cl)C=C(C(OO)=[O:24])C=1. Product: [CH3:1][C:2]12[O:24][CH:11]1[CH2:10][CH2:9][C:4]1([CH2:8][CH2:7][CH2:6][CH2:5]1)[CH:3]2[C:12]([O:14][CH3:15])=[O:13]. The catalyst class is: 4. (2) Reactant: Br[C:2]1[CH:3]=[CH:4][CH:5]=[C:6]2[C:10]=1[NH:9][CH:8]=[C:7]2[CH:11]([C:16]1[CH:21]=[CH:20][C:19]([C:22]([F:25])([F:24])[F:23])=[CH:18][CH:17]=1)[CH2:12][CH2:13][C:14]#[N:15].[CH3:26][N:27](C=O)C. Product: [C:14]([CH2:13][CH2:12][CH:11]([C:7]1[C:6]2[C:10](=[C:2]([C:26]#[N:27])[CH:3]=[CH:4][CH:5]=2)[NH:9][CH:8]=1)[C:16]1[CH:21]=[CH:20][C:19]([C:22]([F:25])([F:24])[F:23])=[CH:18][CH:17]=1)#[N:15]. The catalyst class is: 267. (3) Reactant: Br[CH2:2][C:3]([C:5]1[N:6](C)[N:7]=[C:8]([C:10]([CH3:13])([CH3:12])[CH3:11])[CH:9]=1)=[O:4].C1N2CN3CN(C2)C[N:16]1C3. Product: [NH2:16][CH2:2][C:3]([C:5]1[NH:6][N:7]=[C:8]([C:10]([CH3:13])([CH3:12])[CH3:11])[CH:9]=1)=[O:4]. The catalyst class is: 22.